From a dataset of Peptide-MHC class I binding affinity with 185,985 pairs from IEDB/IMGT. Regression. Given a peptide amino acid sequence and an MHC pseudo amino acid sequence, predict their binding affinity value. This is MHC class I binding data. The peptide sequence is ETKKNLTRK. The MHC is HLA-A11:01 with pseudo-sequence HLA-A11:01. The binding affinity (normalized) is 0.117.